This data is from Forward reaction prediction with 1.9M reactions from USPTO patents (1976-2016). The task is: Predict the product of the given reaction. (1) Given the reactants [Cl:1][C:2]1[CH:10]=[C:9]([CH3:11])[CH:8]=[C:7]2[C:3]=1[CH2:4][CH:5]([CH3:13])[C:6]2=[O:12].[BH4-].[Na+].[OH-].[K+].[CH3:18]I, predict the reaction product. The product is: [Cl:1][C:2]1[CH:10]=[C:9]([CH3:11])[CH:8]=[C:7]2[C:3]=1[CH2:4][CH:5]([CH3:13])[CH:6]2[O:12][CH3:18]. (2) Given the reactants [Cl:1][C:2]1[CH:3]=[CH:4][C:5]([O:25][CH3:26])=[C:6]([C:8]2[NH:12][N:11]=[CH:10][C:9]=2[NH:13][C:14]([C:16]2[CH:17]=[N:18][N:19]3[CH:24]=[CH:23][CH:22]=[N:21][C:20]=23)=[O:15])[CH:7]=1.C(=O)([O-])[O-].[Cs+].[Cs+].Cl[CH2:34][C@@H:35]1[CH2:37][O:36]1.[NH:38]1[CH2:41][CH2:40][CH2:39]1, predict the reaction product. The product is: [N:38]1([CH2:34][C@H:35]([OH:36])[CH2:37][N:11]2[CH:10]=[C:9]([NH:13][C:14]([C:16]3[CH:17]=[N:18][N:19]4[CH:24]=[CH:23][CH:22]=[N:21][C:20]=34)=[O:15])[C:8]([C:6]3[CH:7]=[C:2]([Cl:1])[CH:3]=[CH:4][C:5]=3[O:25][CH3:26])=[N:12]2)[CH2:41][CH2:40][CH2:39]1. (3) The product is: [F:23][C:24]1[CH:29]=[CH:28][CH:27]=[CH:26][C:25]=1[S:30]([NH:1][CH2:2][CH2:3][CH2:4][N:5]1[CH2:10][CH2:9][CH:8]([C:11]2[CH:12]=[C:13]([NH:17][C:18](=[O:22])[CH:19]([CH3:20])[CH3:21])[CH:14]=[CH:15][CH:16]=2)[CH2:7][CH2:6]1)(=[O:32])=[O:31]. Given the reactants [NH2:1][CH2:2][CH2:3][CH2:4][N:5]1[CH2:10][CH2:9][CH:8]([C:11]2[CH:12]=[C:13]([NH:17][C:18](=[O:22])[CH:19]([CH3:21])[CH3:20])[CH:14]=[CH:15][CH:16]=2)[CH2:7][CH2:6]1.[F:23][C:24]1[CH:29]=[CH:28][CH:27]=[CH:26][C:25]=1[S:30](Cl)(=[O:32])=[O:31], predict the reaction product. (4) Given the reactants [Si]([O:8][CH2:9][CH:10]1[CH2:14][N:13]([C:15]2[CH:16]=[N:17][N:18]3[CH2:23][C@H:22]([CH3:24])[N:21]([C:25]([NH:27][C:28]4[CH:33]=[CH:32][C:31]([F:34])=[C:30]([Cl:35])[CH:29]=4)=[O:26])[CH2:20][C:19]=23)[C:12](=[O:36])[CH2:11]1)(C(C)(C)C)(C)C.CCCC[N+](CCCC)(CCCC)CCCC.[F-], predict the reaction product. The product is: [Cl:35][C:30]1[CH:29]=[C:28]([NH:27][C:25]([N:21]2[C@@H:22]([CH3:24])[CH2:23][N:18]3[N:17]=[CH:16][C:15]([N:13]4[CH2:14][CH:10]([CH2:9][OH:8])[CH2:11][C:12]4=[O:36])=[C:19]3[CH2:20]2)=[O:26])[CH:33]=[CH:32][C:31]=1[F:34]. (5) The product is: [F:19][C:20]1[CH:25]=[CH:24][CH:23]=[CH:22][C:21]=1[C:26]1[C:27]([C:35]2[CH:36]=[CH:37][C:38]([CH2:39][N:16]3[CH2:17][CH2:18][CH:13]([C:11]4[N:12]=[C:8]([C:4]5[CH:5]=[CH:6][CH:7]=[C:2]([CH3:1])[N:3]=5)[NH:9][N:10]=4)[CH2:14][CH2:15]3)=[CH:41][CH:42]=2)=[N:28][C:29]2[N:30]([CH:32]=[CH:33][N:34]=2)[CH:31]=1. Given the reactants [CH3:1][C:2]1[CH:7]=[CH:6][CH:5]=[C:4]([C:8]2[NH:9][N:10]=[C:11]([CH:13]3[CH2:18][CH2:17][NH:16][CH2:15][CH2:14]3)[N:12]=2)[N:3]=1.[F:19][C:20]1[CH:25]=[CH:24][CH:23]=[CH:22][C:21]=1[C:26]1[C:27]([C:35]2[CH:42]=[CH:41][C:38]([CH:39]=O)=[CH:37][CH:36]=2)=[N:28][C:29]2[N:30]([CH:32]=[CH:33][N:34]=2)[CH:31]=1.[BH-](OC(C)=O)(OC(C)=O)OC(C)=O.[Na+].C([O-])(O)=O.[Na+], predict the reaction product. (6) Given the reactants [NH2:1][C:2]1[N:7]=[CH:6][C:5]([O:8][C:9]2[CH:14]=[CH:13][C:12]([NH:15][C:16](=[O:25])[O:17][CH2:18][C:19]3[CH:24]=[CH:23][CH:22]=[CH:21][CH:20]=3)=[CH:11][C:10]=2[F:26])=[CH:4][CH:3]=1.[C:27]1([CH3:37])[CH:32]=[CH:31][C:30]([S:33](Cl)(=[O:35])=[O:34])=[CH:29][CH:28]=1.O, predict the reaction product. The product is: [F:26][C:10]1[CH:11]=[C:12]([NH:15][C:16](=[O:25])[O:17][CH2:18][C:19]2[CH:24]=[CH:23][CH:22]=[CH:21][CH:20]=2)[CH:13]=[CH:14][C:9]=1[O:8][C:5]1[CH:6]=[N:7][C:2]([NH:1][S:33]([C:30]2[CH:31]=[CH:32][C:27]([CH3:37])=[CH:28][CH:29]=2)(=[O:35])=[O:34])=[CH:3][CH:4]=1. (7) Given the reactants FC(F)(F)C(O)=O.[S:8]1[CH:12]=[CH:11][C:10]([C:13]2[CH:18]=[CH:17][C:16]([CH:19]([CH3:22])[CH2:20][NH2:21])=[CH:15][CH:14]=2)=[CH:9]1.Cl[C:24]([O:26][CH:27]([CH3:29])[CH3:28])=[O:25], predict the reaction product. The product is: [S:8]1[CH:12]=[CH:11][C:10]([C:13]2[CH:18]=[CH:17][C:16]([CH:19]([CH2:22][C:24]([O:26][CH:27]([CH3:29])[CH3:28])=[O:25])[CH2:20][NH2:21])=[CH:15][CH:14]=2)=[CH:9]1. (8) Given the reactants [CH3:1][O:2][C:3]([C:5]1[CH:6]=[C:7]2[C:11](=[CH:12][CH:13]=1)[NH:10][N:9]=[C:8]2[CH:14]=[O:15])=[O:4].[O-:16]Cl=O.[Na+].OO.Cl, predict the reaction product. The product is: [CH3:1][O:2][C:3]([C:5]1[CH:6]=[C:7]2[C:11](=[CH:12][CH:13]=1)[NH:10][N:9]=[C:8]2[C:14]([OH:16])=[O:15])=[O:4].